Dataset: Reaction yield outcomes from USPTO patents with 853,638 reactions. Task: Predict the reaction yield, written as a fraction of the theoretical maximum amount of product (1.0 means a 100% yield; for example, 0.34 means a 34% yield). The yield is 0.820. The reactants are [CH:1]1([CH:4]([O:6][C:7](=[O:39])[NH:8][C:9]2[CH:14]=[CH:13][C:12]([C:15]3[N:16]([CH:35]4[CH2:38][CH2:37][CH2:36]4)[C:17]4[C:22]([C:23]=3[C:24]#[N:25])=[CH:21][CH:20]=[C:19](B3OC(C)(C)C(C)(C)O3)[CH:18]=4)=[CH:11][CH:10]=2)[CH3:5])[CH2:3][CH2:2]1.Cl[C:41]1[N:46]=[CH:45][CH:44]=[CH:43][N:42]=1.[F-].[Cs+]. The product is [CH:1]1([CH:4]([O:6][C:7](=[O:39])[NH:8][C:9]2[CH:14]=[CH:13][C:12]([C:15]3[N:16]([CH:35]4[CH2:38][CH2:37][CH2:36]4)[C:17]4[C:22]([C:23]=3[C:24]#[N:25])=[CH:21][CH:20]=[C:19]([C:41]3[N:46]=[CH:45][CH:44]=[CH:43][N:42]=3)[CH:18]=4)=[CH:11][CH:10]=2)[CH3:5])[CH2:2][CH2:3]1. The catalyst is COCCOC.CCOC(C)=O.C1C=CC([P]([Pd]([P](C2C=CC=CC=2)(C2C=CC=CC=2)C2C=CC=CC=2)([P](C2C=CC=CC=2)(C2C=CC=CC=2)C2C=CC=CC=2)[P](C2C=CC=CC=2)(C2C=CC=CC=2)C2C=CC=CC=2)(C2C=CC=CC=2)C2C=CC=CC=2)=CC=1.